Task: Regression. Given two drug SMILES strings and cell line genomic features, predict the synergy score measuring deviation from expected non-interaction effect.. Dataset: NCI-60 drug combinations with 297,098 pairs across 59 cell lines (1) Drug 1: CNC(=O)C1=NC=CC(=C1)OC2=CC=C(C=C2)NC(=O)NC3=CC(=C(C=C3)Cl)C(F)(F)F. Drug 2: C1CCC(C(C1)N)N.C(=O)(C(=O)[O-])[O-].[Pt+4]. Cell line: OVCAR-4. Synergy scores: CSS=2.15, Synergy_ZIP=-0.458, Synergy_Bliss=-2.75, Synergy_Loewe=-9.58, Synergy_HSA=-5.78. (2) Drug 1: C1=CC(=C2C(=C1NCCNCCO)C(=O)C3=C(C=CC(=C3C2=O)O)O)NCCNCCO. Drug 2: CC1C(C(CC(O1)OC2CC(CC3=C2C(=C4C(=C3O)C(=O)C5=C(C4=O)C(=CC=C5)OC)O)(C(=O)C)O)N)O.Cl. Cell line: MOLT-4. Synergy scores: CSS=81.0, Synergy_ZIP=-0.617, Synergy_Bliss=-1.11, Synergy_Loewe=-3.41, Synergy_HSA=1.31.